This data is from Full USPTO retrosynthesis dataset with 1.9M reactions from patents (1976-2016). The task is: Predict the reactants needed to synthesize the given product. The reactants are: C([Li:5])CCC.C(NC(C)C)(C)C.[CH2:13]([SnH:17]([CH2:22][CH2:23][CH2:24][CH3:25])[CH2:18][CH2:19][CH2:20][CH3:21])[CH2:14][CH2:15][CH3:16]. Given the product [CH2:22]([Sn:17]([Li:5])([CH2:13][CH2:14][CH2:15][CH3:16])[CH2:18][CH2:19][CH2:20][CH3:21])[CH2:23][CH2:24][CH3:25], predict the reactants needed to synthesize it.